Dataset: Peptide-MHC class II binding affinity with 134,281 pairs from IEDB. Task: Regression. Given a peptide amino acid sequence and an MHC pseudo amino acid sequence, predict their binding affinity value. This is MHC class II binding data. (1) The peptide sequence is AWMSAAAAQAEQAAT. The MHC is DRB1_1501 with pseudo-sequence DRB1_1501. The binding affinity (normalized) is 0.240. (2) The peptide sequence is MVFILLPQRNQMLSV. The MHC is DRB1_1501 with pseudo-sequence DRB1_1501. The binding affinity (normalized) is 0.892. (3) The peptide sequence is QPPSLPITVYYAVLERACRSVLLNAPSEAPQIVR. The MHC is DRB1_0101 with pseudo-sequence DRB1_0101. The binding affinity (normalized) is 0.898. (4) The peptide sequence is VPPADKYKTFEAAFT. The MHC is HLA-DQA10201-DQB10202 with pseudo-sequence HLA-DQA10201-DQB10202. The binding affinity (normalized) is 0.352. (5) The peptide sequence is KITQWLETKGVERLKRM. The MHC is DRB1_0901 with pseudo-sequence DRB1_0901. The binding affinity (normalized) is 0.279.